From a dataset of Reaction yield outcomes from USPTO patents with 853,638 reactions. Predict the reaction yield, written as a fraction of the theoretical maximum amount of product (1.0 means a 100% yield; for example, 0.34 means a 34% yield). (1) The reactants are CN1CCOCC1.ON1C2C=CC=CC=2N=N1.Cl.CN(C)CCCN=C=NCC.[CH2:30]([O:37][C:38]([NH:40][CH2:41][CH2:42][CH2:43][CH2:44][C@@H:45]([NH:49][C:50]([O:52][C:53]([CH3:56])([CH3:55])[CH3:54])=[O:51])[C:46]([OH:48])=O)=[O:39])[C:31]1[CH:36]=[CH:35][CH:34]=[CH:33][CH:32]=1.Cl.[NH2:58][C@@H:59]([CH:63]([CH3:65])[CH3:64])[C:60]([NH2:62])=[O:61]. The catalyst is C(Cl)Cl.CN(C=O)C.C(Cl)Cl.CO.CCCCCCC.CCOC(C)=O. The product is [CH2:30]([O:37][C:38](=[O:39])[NH:40][CH2:41][CH2:42][CH2:43][CH2:44][C@@H:45]([NH:49][C:50]([O:52][C:53]([CH3:56])([CH3:55])[CH3:54])=[O:51])[C:46](=[O:48])[NH:58][C@H:59]([C:60](=[O:61])[NH2:62])[CH:63]([CH3:65])[CH3:64])[C:31]1[CH:32]=[CH:33][CH:34]=[CH:35][CH:36]=1. The yield is 0.790. (2) The reactants are [Cl:1][C:2]1[C:7]([C:8]#[N:9])=[C:6]([N:10]2[CH2:14][CH2:13][CH2:12][CH2:11]2)[C:5]([O:15][CH2:16][CH3:17])=[C:4]([CH:18](O)[CH3:19])[CH:3]=1.CN(C)C=O.S(Cl)([Cl:28])=O. The catalyst is C(Cl)Cl.C(OCC)(=O)C. The product is [Cl:1][C:2]1[C:7]([C:8]#[N:9])=[C:6]([N:10]2[CH2:14][CH2:13][CH2:12][CH2:11]2)[C:5]([O:15][CH2:16][CH3:17])=[C:4]([CH:18]([Cl:28])[CH3:19])[CH:3]=1. The yield is 1.00. (3) The reactants are [CH3:1]N(C=O)C.C(Cl)(=O)C(Cl)=O.[CH2:12]([O:19][C:20]1[CH:29]=[C:28]2[C:23](C(=O)N[CH:26]=[N:27]2)=[CH:22][C:21]=1[O:31][CH3:32])[C:13]1[CH:18]=[CH:17][CH:16]=[CH:15][CH:14]=1.O.[CH:34]([Cl:37])(Cl)Cl. The catalyst is C(Cl)Cl. The product is [CH2:12]([O:19][C:20]1[CH:29]=[C:28]2[C:23]([C:34]([Cl:37])=[CH:1][CH:26]=[N:27]2)=[CH:22][C:21]=1[O:31][CH3:32])[C:13]1[CH:18]=[CH:17][CH:16]=[CH:15][CH:14]=1. The yield is 0.480. (4) The reactants are Cl[C:2]1[N:3]=[CH:4][C:5]2[C:9]([NH:11][C:12]3[CH:16]=[C:15]([CH3:17])[NH:14][N:13]=3)([N:10]=1)[N:8]=[CH:7][N:6]=2.[CH3:18][CH:19]1[CH2:24][CH2:23][NH:22][CH2:21][CH2:20]1.C(=O)([O-])[O-].[K+].[K+]. No catalyst specified. The product is [CH3:18][CH:19]1[CH2:24][CH2:23][N:22]([C:2]2[N:3]=[CH:4][C:5]3[C:9]([NH:11][C:12]4[NH:13][N:14]=[C:15]([CH3:17])[CH:16]=4)([N:10]=2)[N:8]=[CH:7][N:6]=3)[CH2:21][CH2:20]1. The yield is 0.900. (5) The reactants are [N:1]1([C:7]2[C:8]3[N:16]=[C:15]([C:17]4[CH:18]=[N:19][CH:20]=[CH:21][CH:22]=4)[S:14][C:9]=3[N:10]=[C:11]([NH2:13])[N:12]=2)[CH2:6][CH2:5][NH:4][CH2:3][CH2:2]1.[F:23][C:24]([F:38])([F:37])[O:25][C:26]1[CH:36]=[CH:35][C:29]([O:30][CH2:31][C:32](O)=[O:33])=[CH:28][CH:27]=1. No catalyst specified. The product is [NH2:13][C:11]1[N:12]=[C:7]([N:1]2[CH2:6][CH2:5][N:4]([C:32](=[O:33])[CH2:31][O:30][C:29]3[CH:35]=[CH:36][C:26]([O:25][C:24]([F:37])([F:23])[F:38])=[CH:27][CH:28]=3)[CH2:3][CH2:2]2)[C:8]2[N:16]=[C:15]([C:17]3[CH:18]=[N:19][CH:20]=[CH:21][CH:22]=3)[S:14][C:9]=2[N:10]=1. The yield is 0.450. (6) The reactants are [OH:1][CH2:2][CH2:3][C:4]1[CH:5]=[CH:6][C:7]([C:10]2[N:11]=[C:12]([C:15]([C:17]3[CH:26]=[CH:25][C:20]4[NH:21][C:22](=[O:24])[S:23][C:19]=4[CH:18]=3)=[CH2:16])[S:13][CH:14]=2)=[N:8][CH:9]=1. The catalyst is [Pd].CO. The product is [OH:1][CH2:2][CH2:3][C:4]1[CH:5]=[CH:6][C:7]([C:10]2[N:11]=[C:12]([CH:15]([C:17]3[CH:26]=[CH:25][C:20]4[NH:21][C:22](=[O:24])[S:23][C:19]=4[CH:18]=3)[CH3:16])[S:13][CH:14]=2)=[N:8][CH:9]=1. The yield is 0.260. (7) The reactants are [NH2:1][C@@H:2]([CH2:33][C:34]1[CH:39]=[CH:38][CH:37]=[CH:36][CH:35]=1)[C@@H:3]([OH:32])[CH2:4][C@H:5]([NH:19][C:20]([C@@H:22]([NH:27][C:28](=[O:31])[O:29][CH3:30])[C:23]([CH3:26])([CH3:25])[CH3:24])=[O:21])[CH2:6][C:7]1[CH:12]=[CH:11][C:10]([C:13]2[CH:18]=[CH:17][CH:16]=[CH:15][N:14]=2)=[CH:9][CH:8]=1.[CH3:40][C:41]([CH3:61])([CH3:60])[C@H:42]([N:46]1[CH2:50][CH2:49][N:48]([CH2:51][C:52]2[CH:57]=[CH:56][CH:55]=[C:54]([CH3:58])[CH:53]=2)[C:47]1=[O:59])[C:43](O)=[O:44].CCOP(ON1N=NC2C=CC=CC=2C1=O)(OCC)=O.C(N(CC)C(C)C)(C)C. The catalyst is C1COCC1. The product is [CH3:40][C:41]([CH3:61])([CH3:60])[C@H:42]([N:46]1[CH2:50][CH2:49][N:48]([CH2:51][C:52]2[CH:57]=[CH:56][CH:55]=[C:54]([CH3:58])[CH:53]=2)[C:47]1=[O:59])[C:43]([NH:1][C@@H:2]([CH2:33][C:34]1[CH:35]=[CH:36][CH:37]=[CH:38][CH:39]=1)[C@@H:3]([OH:32])[CH2:4][C@H:5]([NH:19][C:20]([C@@H:22]([NH:27][C:28](=[O:31])[O:29][CH3:30])[C:23]([CH3:26])([CH3:25])[CH3:24])=[O:21])[CH2:6][C:7]1[CH:12]=[CH:11][C:10]([C:13]2[CH:18]=[CH:17][CH:16]=[CH:15][N:14]=2)=[CH:9][CH:8]=1)=[O:44]. The yield is 0.420.